Dataset: Full USPTO retrosynthesis dataset with 1.9M reactions from patents (1976-2016). Task: Predict the reactants needed to synthesize the given product. Given the product [CH2:1]([O:8][C:9]([C:11]1([C:42]([Cl:48])=[O:44])[CH2:16][CH2:15][N:14]([CH2:17][C:18]2[CH:23]=[CH:22][C:21]([C:24]3[N:28]=[C:27]([C:29]4[CH:34]=[CH:33][C:32]([C:35]5[CH:40]=[CH:39][CH:38]=[CH:37][CH:36]=5)=[C:31]([F:41])[CH:30]=4)[O:26][N:25]=3)=[CH:20][CH:19]=2)[CH2:13][CH2:12]1)=[O:10])[C:2]1[CH:7]=[CH:6][CH:5]=[CH:4][CH:3]=1, predict the reactants needed to synthesize it. The reactants are: [CH2:1]([O:8][C:9]([C:11]1([C:42]([OH:44])=O)[CH2:16][CH2:15][N:14]([CH2:17][C:18]2[CH:23]=[CH:22][C:21]([C:24]3[N:28]=[C:27]([C:29]4[CH:34]=[CH:33][C:32]([C:35]5[CH:40]=[CH:39][CH:38]=[CH:37][CH:36]=5)=[C:31]([F:41])[CH:30]=4)[O:26][N:25]=3)=[CH:20][CH:19]=2)[CH2:13][CH2:12]1)=[O:10])[C:2]1[CH:7]=[CH:6][CH:5]=[CH:4][CH:3]=1.C(Cl)(=O)C([Cl:48])=O.